Dataset: Reaction yield outcomes from USPTO patents with 853,638 reactions. Task: Predict the reaction yield, written as a fraction of the theoretical maximum amount of product (1.0 means a 100% yield; for example, 0.34 means a 34% yield). (1) The reactants are [C:1]([O:5][C:6]([N:8]1[CH2:12][CH:11]([O:13][Si](C(C)(C)C)(C)C)[CH2:10][CH:9]1[CH2:21][CH2:22][NH:23][C:24]([O:26][CH2:27][C:28]1[CH:33]=[CH:32][CH:31]=[CH:30][CH:29]=1)=[O:25])=[O:7])([CH3:4])([CH3:3])[CH3:2].CCCC[N+](CCCC)(CCCC)CCCC.[F-]. The catalyst is C1COCC1.CCOC(C)=O. The product is [C:1]([O:5][C:6]([N:8]1[CH2:12][CH:11]([OH:13])[CH2:10][CH:9]1[CH2:21][CH2:22][NH:23][C:24]([O:26][CH2:27][C:28]1[CH:29]=[CH:30][CH:31]=[CH:32][CH:33]=1)=[O:25])=[O:7])([CH3:4])([CH3:2])[CH3:3]. The yield is 0.910. (2) The reactants are Cl.[CH3:2][N:3]([CH3:12])[C:4]([C@@H:6]1[CH2:11][CH2:10][CH2:9][CH2:8][NH:7]1)=[O:5].C(=O)(O)[O-].[Na+].[C:18](Cl)(=[O:25])[C:19]1[CH:24]=[CH:23][CH:22]=[CH:21][CH:20]=1. The catalyst is C(Cl)Cl.O. The product is [CH3:2][N:3]([CH3:12])[C:4]([C@@H:6]1[CH2:11][CH2:10][CH2:9][CH2:8][N:7]1[C:18]([C:19]1[CH:24]=[CH:23][CH:22]=[CH:21][CH:20]=1)=[O:25])=[O:5]. The yield is 0.740. (3) The reactants are Br[C:2]1[C:7]([CH3:8])=[CH:6][C:5]([Br:9])=[CH:4][N:3]=1.[CH3:10][O-:11].[Na+].Cl. The catalyst is CO. The product is [Br:9][C:5]1[CH:6]=[C:7]([CH3:8])[C:2]([O:11][CH3:10])=[N:3][CH:4]=1. The yield is 0.890.